Predict the product of the given reaction. From a dataset of Forward reaction prediction with 1.9M reactions from USPTO patents (1976-2016). Given the reactants [Br:1][C:2]1[CH:3]=[C:4]2[C:9](=[CH:10][CH:11]=1)[C:8](=[O:12])[NH:7][C:6](=[O:13])[C:5]2=[CH:14]OC.Cl.[NH2:18][CH2:19][C:20]1[CH:25]=[CH:24][CH:23]=[CH:22][C:21]=1[OH:26].CCN(CC)CC, predict the reaction product. The product is: [Br:1][C:2]1[CH:3]=[C:4]2[C:9](=[CH:10][CH:11]=1)[C:8](=[O:12])[NH:7][C:6](=[O:13])/[C:5]/2=[CH:14]\[NH:18][CH2:19][C:20]1[CH:25]=[CH:24][CH:23]=[CH:22][C:21]=1[OH:26].